From a dataset of Full USPTO retrosynthesis dataset with 1.9M reactions from patents (1976-2016). Predict the reactants needed to synthesize the given product. (1) Given the product [NH2:29][C:18]1[CH:17]=[C:16]([S:13]([NH:2][CH3:1])(=[O:14])=[O:15])[CH:21]=[CH:20][C:19]=1[N:22]([CH3:28])[CH2:23][C:24]([F:26])([F:25])[F:27], predict the reactants needed to synthesize it. The reactants are: [CH3:1][N:2]([S:13]([C:16]1[CH:21]=[CH:20][C:19]([N:22]([CH3:28])[CH2:23][C:24]([F:27])([F:26])[F:25])=[C:18]([N+:29]([O-])=O)[CH:17]=1)(=[O:15])=[O:14])C(=O)OCC1C=CC=CC=1. (2) The reactants are: [I:1][C:2]1[CH:10]=[C:9]2[C:5]([CH:6]=[C:7]([C:11]([O:13][CH2:14][CH3:15])=[O:12])[NH:8]2)=[CH:4][CH:3]=1.[H-].[Na+].Cl[CH2:19][C:20]#[N:21].O. Given the product [C:20]([CH2:19][N:8]1[C:9]2[C:5](=[CH:4][CH:3]=[C:2]([I:1])[CH:10]=2)[CH:6]=[C:7]1[C:11]([O:13][CH2:14][CH3:15])=[O:12])#[N:21], predict the reactants needed to synthesize it.